Dataset: Full USPTO retrosynthesis dataset with 1.9M reactions from patents (1976-2016). Task: Predict the reactants needed to synthesize the given product. (1) Given the product [N:15]([CH2:14][C:10]1[CH:11]=[C:12]([F:13])[C:7]([C:6]#[N:22])=[C:8]([F:16])[CH:9]=1)=[N+:17]=[N-:18], predict the reactants needed to synthesize it. The reactants are: CS(O[CH2:6][C:7]1[C:12]([F:13])=[CH:11][C:10]([C:14]#[N:15])=[CH:9][C:8]=1[F:16])(=O)=O.[N-:17]=[N+:18]=[N-].[Na+].C[N:22](C=O)C. (2) Given the product [F:1][C:2]1[C:3](=[O:5])[N:25]2[C@@H:26]([C:29]([F:32])([F:30])[F:31])[CH2:27][CH2:28][N:23]([C@H:21]([C:18]3[CH:17]=[CH:16][C:15]([O:14][CH3:13])=[CH:20][CH:19]=3)[CH3:22])[C:24]2=[N:33][C:7]=1[OH:9], predict the reactants needed to synthesize it. The reactants are: [F:1][CH:2]([C:7]([O-:9])=O)[C:3]([O:5]C)=O.C[O-].[Na+].[CH3:13][O:14][C:15]1[CH:20]=[CH:19][C:18]([C@@H:21]([N:23]2[CH2:28][CH2:27][C@@H:26]([C:29]([F:32])([F:31])[F:30])[N:25]=[C:24]2[NH2:33])[CH3:22])=[CH:17][CH:16]=1.Cl. (3) Given the product [NH2:25][C:26]1[C:31]([C:5]2[CH:6]=[CH:7][C:2]([Cl:1])=[C:3]([CH:4]=2)[C:11]([NH:13][CH2:14][C:15]23[CH2:24][CH:19]4[CH2:20][CH:21]([CH2:23][CH:17]([CH2:18]4)[CH2:16]2)[CH2:22]3)=[O:12])=[CH:30][CH:29]=[CH:28][N:27]=1, predict the reactants needed to synthesize it. The reactants are: [Cl:1][C:2]1[CH:7]=[CH:6][C:5](B(O)O)=[CH:4][C:3]=1[C:11]([NH:13][CH2:14][C:15]12[CH2:24][CH:19]3[CH2:20][CH:21]([CH2:23][CH:17]([CH2:18]3)[CH2:16]1)[CH2:22]2)=[O:12].[NH2:25][C:26]1[C:31](Br)=[CH:30][CH:29]=[CH:28][N:27]=1.C(=O)([O-])[O-].[Na+].[Na+].